Dataset: Full USPTO retrosynthesis dataset with 1.9M reactions from patents (1976-2016). Task: Predict the reactants needed to synthesize the given product. (1) Given the product [NH2:14][C:10]1[CH:9]=[C:8]2[C:13](=[CH:12][CH:11]=1)[N:5]([CH2:4][C:3]1[CH:27]=[CH:28][C:29]([F:31])=[CH:30][C:2]=1[F:1])[C:6]([C:17]([NH:19][C:20]1[CH:25]=[CH:24][C:23]([F:26])=[CH:22][CH:21]=1)=[O:18])=[CH:7]2, predict the reactants needed to synthesize it. The reactants are: [F:1][C:2]1[CH:30]=[C:29]([F:31])[CH:28]=[CH:27][C:3]=1[CH2:4][N:5]1[C:13]2[C:8](=[CH:9][C:10]([N+:14]([O-])=O)=[CH:11][CH:12]=2)[CH:7]=[C:6]1[C:17]([NH:19][C:20]1[CH:25]=[CH:24][C:23]([F:26])=[CH:22][CH:21]=1)=[O:18].C([O-])=O.[NH4+]. (2) Given the product [Cl:1][C:2]1[CH:7]=[C:6]([CH3:8])[CH:5]=[CH:4][C:3]=1[C:9]1[NH:18][C:17](=[O:19])[C:16]2[C:11](=[C:12]([CH3:20])[CH:13]=[CH:14][CH:15]=2)[N:10]=1, predict the reactants needed to synthesize it. The reactants are: [Cl:1][C:2]1[CH:7]=[C:6]([CH3:8])[CH:5]=[CH:4][C:3]=1[CH:9]1[NH:18][C:17](=[O:19])[C:16]2[C:11](=[C:12]([CH3:20])[CH:13]=[CH:14][CH:15]=2)[NH:10]1.ClC1C(=O)C(C#N)=C(C#N)C(=O)C=1Cl. (3) Given the product [Cl:1][C:2]1[N:7]=[C:6]([C:8]2[S:12][C:11]([CH:13]([CH3:14])[CH3:15])=[N:10][C:9]=2[C:16]2[CH:17]=[C:18]([NH:22][S:23]([CH:26]3[CH2:31][CH2:30]3)(=[O:25])=[O:24])[CH:19]=[CH:20][CH:21]=2)[CH:5]=[CH:4][N:3]=1, predict the reactants needed to synthesize it. The reactants are: [Cl:1][C:2]1[N:7]=[C:6]([C:8]2[S:12][C:11]([CH:13]([CH3:15])[CH3:14])=[N:10][C:9]=2[C:16]2[CH:17]=[C:18]([NH:22][S:23]([C:26]3[C:31](F)=[CH:30]C=CC=3F)(=[O:25])=[O:24])[CH:19]=[CH:20][CH:21]=2)[CH:5]=[CH:4][N:3]=1.ClC1N=C(C2SC(C(C)C)=NC=2C2C=C(C=CC=2)N)C=CN=1.C1(S(Cl)(=O)=O)CC1. (4) Given the product [NH:3]1[C:7]2[CH:8]=[CH:9][CH:10]=[CH:11][C:6]=2[N:5]=[C:4]1[CH:12]([NH:25][C:37]([NH:36][CH:30]1[CH:31]2[CH2:34][CH2:35][N:28]([CH2:33][CH2:32]2)[CH2:29]1)=[O:38])[CH2:13][C:14]1[CH:15]=[CH:16][C:17]([O:20][C:21]([F:23])([F:22])[F:24])=[CH:18][CH:19]=1, predict the reactants needed to synthesize it. The reactants are: Cl.Cl.[NH:3]1[C:7]2[CH:8]=[CH:9][CH:10]=[CH:11][C:6]=2[N:5]=[C:4]1[CH:12]([NH2:25])[CH2:13][C:14]1[CH:19]=[CH:18][C:17]([O:20][C:21]([F:24])([F:23])[F:22])=[CH:16][CH:15]=1.Cl.Cl.[N:28]12[CH2:35][CH2:34][CH:31]([CH2:32][CH2:33]1)[CH:30]([NH2:36])[CH2:29]2.[C:37](O)(C(F)(F)F)=[O:38]. (5) Given the product [CH2:6]([N:7]([CH2:8][CH3:9])[C:4]([C:6]1[CH:14]([CH2:15][N:16]([CH2:23][C:24]2[CH:29]=[C:28]([C:30]([F:33])([F:32])[F:31])[CH:27]=[C:26]([C:34]([F:35])([F:37])[F:36])[CH:25]=2)[C:17]2[N:18]=[N:19][N:20]([CH3:22])[N:21]=2)[C:13]2[C:8](=[CH:9][CH:10]=[CH:11][CH:12]=2)[N:7]=1)=[O:5])[CH3:4], predict the reactants needed to synthesize it. The reactants are: C(O[C:4]([C:6]1[NH:7][C:8]2[C:13]([C:14]=1[CH2:15][N:16]([CH2:23][C:24]1[CH:29]=[C:28]([C:30]([F:33])([F:32])[F:31])[CH:27]=[C:26]([C:34]([F:37])([F:36])[F:35])[CH:25]=1)[C:17]1[N:18]=[N:19][N:20]([CH3:22])[N:21]=1)=[CH:12][CH:11]=[CH:10][CH:9]=2)=[O:5])C.[OH-].[Na+]. (6) Given the product [ClH:22].[F:1][C:2]([F:14])([F:15])[O:3][C:4]1[CH:5]=[CH:6][C:7]([CH:10]([NH2:13])[CH2:11][CH3:12])=[CH:8][CH:9]=1, predict the reactants needed to synthesize it. The reactants are: [F:1][C:2]([F:15])([F:14])[O:3][C:4]1[CH:9]=[CH:8][C:7]([CH:10]([NH2:13])[CH2:11][CH3:12])=[CH:6][CH:5]=1.C(OCC)(=O)C.[ClH:22].C(OCC)(=O)C. (7) Given the product [C:20]([O:19][C:17](=[O:16])[NH:3][CH2:4][C:5]1[C:14]2[C:9](=[CH:10][CH:11]=[CH:12][CH:13]=2)[C:8](=[O:15])[NH:7][N:6]=1)([CH3:23])([CH3:22])[CH3:21], predict the reactants needed to synthesize it. The reactants are: O.Cl.[NH2:3][CH2:4][C:5]1[C:14]2[C:9](=[CH:10][CH:11]=[CH:12][CH:13]=2)[C:8](=[O:15])[NH:7][N:6]=1.[O:16](C(OC(C)(C)C)=O)[C:17]([O:19][C:20]([CH3:23])([CH3:22])[CH3:21])=O.C(N(CC)CC)C. (8) Given the product [F:3][C:4]1[CH:9]=[CH:8][C:7]([F:10])=[CH:6][C:5]=1[CH:11]1[CH2:12][CH2:13][CH2:14][NH:15]1, predict the reactants needed to synthesize it. The reactants are: [BH4-].[Na+].[F:3][C:4]1[CH:9]=[CH:8][C:7]([F:10])=[CH:6][C:5]=1[C:11]1[CH2:12][CH2:13][CH2:14][N:15]=1.